This data is from Drug-target binding data from BindingDB using IC50 measurements. The task is: Regression. Given a target protein amino acid sequence and a drug SMILES string, predict the binding affinity score between them. We predict pIC50 (pIC50 = -log10(IC50 in M); higher means more potent). Dataset: bindingdb_ic50. (1) The drug is OB1OCCc2cc(F)ccc21. The target protein (P26637) has sequence MSSGLVLENTARRDALIAIEKKYQKIWAEEHQFEIDAPSIEDEPITMDSEELHRTYPKFMSSMAYPYMNGVMHAGHCFTLSKVEFSIGFERMNGKRALFPLGFHCTGMPILACADKLKREAELFGKNFDNVPAEEEEIKEETPAEKDHEDVTKFKAKKSKAAAKKGRGKYQFEIMLQLGIPREEIIKFADAKYWLTYFPPLCESDCTSLGARIDWRRSFVTTDANPYYDAFIRWQMNKLKAAGKIKFGERYTIYSEKDGQACMDHDRQSGEGVTPQEYIGVKIEALEFADDAAKIIDSSSDLDKSKKFYFVAATLRPETMYGQTCCFVSPTIEYGIFDAGDSYFITTERAFKNMSYQKLTPKRGFYKPIVTVPGKAFIGTKIHAPQSVYPELRILPMETVIATKGTGVVTCVPSNSPDDYITTKDLLHKPEYYGIKPEWIDHEIVPIMHTEKYGDLTAKAIVEEKKIQSPKDKNLLAEAKKIAYKEDYYTGTMIYGPYKG.... The pIC50 is 4.0. (2) The drug is CN(C)Cc1ccc(CSCCCCCCCCSCc2ccc(CN(C)C)o2)o1. The target protein (Q9ERZ4) has sequence MNNSTNSSNNGLAITSPYKTFEVVFIVLVAGSLSLVTIIGNILVMVSIKVNRHLQTVNNYFLFSLACADLIIGVFSMNLYTLYTVIGYWPLGPVVCDLWLALDYVVSNASVMNLLIISFDRYFCVTKPLTYPVKRTTKMAGMMIAAAWVLSFILWAPAILFWQFIVGVRTVEDGECYIQFFSNAAVTFGTAIAAFYLPVIIMTVLYWHISRASKSRIKKEKKEPVANQDPVSPSLVQGRIVKPNNNNMPGGDGGLEHNKIQNGKAPRDGGTENCVQGEEKESSNDSTSVSAVASNMRDDEITQDENTVSTSLGHSKDDNSRQTCIKIVTKTQKGDACTPTSTTVELVGSSGQNGDEKQNIVARKIVKMTKQPAKKKPPPSREKKVTRTILAILLAFIITWAPYNVMVLINTFCAPCIPNTVWTIGYWLCYINSTINPACYALCNATFKKTFKHLLMCHYKNIGATR. The pIC50 is 6.3. (3) The compound is CCc1ccc(Cl)cc1-c1cn(-c2cc(N)ncn2)cc1C(N)=O. The target protein sequence is PATEVDPTHFEKRFLKRIRDLGEGHFGKVELCRYDPEGDNTGEQVAVKSLKPESGGNHIADLKKEIEILRNLYHENIVKYKGICTEDGGNGIKLIMEFLPSGSLKEYLPKNKNKINLKQQLKYAVQICKGMDYLGSRQYVHRDLAARNVLVESEHQVKIGDFGLTKAIETDKEYYTVKDDRDSPVFWYAPECLMQSKFYIASDVWSFGVTLHELLTYCDSDSSPMALFLKMIGPTHGQMTVTRLVNTLKEGKRLPCPPNCPDEVYQLMRKCWEFQPSNRTSFQNLIEGFEAL. The pIC50 is 7.1. (4) The compound is OB(O)c1ccccc1CN1CCC(Oc2ccc(C(F)(F)F)cn2)CC1. The target protein (P15304) has sequence MKPRRPISFTREITAMEPSSTSVSRPEWRPEAQQTLTDYPGSRELQEFGIPQKQSLPNEATAQQGAEFQQEQGVQQSTLLQKLLTPLAFPVPQQSFPSHKVHSDQQEATSQNGPGAGKVHTTQKELEHRDEHVGTAESGPAEPPPATEVEATSIAQAVSGPDKKLPTQTDLVSQERAEQSDPTAQQTPLVQGVKSDQGSLIESGILARLQKLAIQQPSQEWKTFLDCVTESDMEKYLNSSSKSNPPEPSGGTVIPGTLPSKQKPDCGKMSGYGGKLPHGKKGILQKHKHYWDTASAFSHSMDLRTMTQSLVALAEDNMAFFSSQGPGETARRLSNVFAGVREQALGLEPTLGQLLGVAHHFDLDTETPANGYRSLVHTARCCLAHLLHKSRYVASNRRSIFFRASHNLAELEAYLAALTQLRALAYYAQRLLTINRPGVLFFEGDEGLSADFLQDYVTLHKGCFYGRCLGFQFTPAIRPFLQTLSIGLVSFGEHYKRNET.... The pIC50 is 5.8. (5) The compound is N#Cc1cc(-c2ncnc(Nc3ccc(C4CCN(CC(F)F)CC4)cc3)n2)ccc1OC1CCOCC1. The target protein (Q14164) has sequence MQSTANYLWHTDDLLGQGATASVYKARNKKSGELVAVKVFNTTSYLRPREVQVREFEVLRKLNHQNIVKLFAVEETGGSRQKVLVMEYCSSGSLLSVLESPENAFGLPEDEFLVVLRCVVAGMNHLRENGIVHRDIKPGNIMRLVGEEGQSIYKLTDFGAARELDDDEKFVSVYGTEEYLHPDMYERAVLRKPQQKAFGVTVDLWSIGVTLYHAATGSLPFIPFGGPRRNKEIMYRITTEKPAGAIAGAQRRENGPLEWSYTLPITCQLSLGLQSQLVPILANILEVEQAKCWGFDQFFAETSDILQRVVVHVFSLSQAVLHHIYIHAHNTIAIFQEAVHKQTSVAPRHQEYLFEGHLCVLEPSVSAQHIAHTTASSPLTLFSTAIPKGLAFRDPALDVPKFVPKVDLQADYNTAKGVLGAGYQALRLARALLDGQELMFRGLHWVMEVLQATCRRTLEVARTSLLYLSSSLGTERFSSVAGTPEIQELKAAAELRSRLR.... The pIC50 is 5.0. (6) The compound is Cc1[nH]nc(C(=O)O)c1CCc1ccccc1. The target protein (Q07523) has sequence MPLVCLADFKAHAQKQLSKTSWDFIEGEADDGITYSENIAAFKRIRLRPRYLRDMSKVDTRTTIQGQEISAPICISPTAFHSIAWPDGEKSTARAAQEANICYVISSYASYSLEDIVAAAPEGFRWFQLYMKSDWDFNKQMVQRAEALGFKALVITIDTPVLGNRRRDKRNQLNLEANILLKDLRALKEEKPTQSVPVSFPKASFCWNDLSLLQSITRLPIILKGILTKEDAELAMKHNVQGIVVSNHGGRQLDEVSASIDALREVVAAVKGKIEVYMDGGVRTGTDVLKALALGARCIFLGRPILWGLACKGEDGVKEVLDILTAELHRCMTLSGCQSVAEISPDLIQFSRL. The pIC50 is 5.4. (7) The target is TRQARRNRRRRWRERQR. The drug is COc1ccc(C2N=C(N)N=C(N)N2c2ccc(C)cc2)cc1. The pIC50 is 4.1. (8) The target protein (P54707) has sequence MHQKTPEIYSVELSGTKDIVKTDKGDGKEKYRGLKNNCLELKKKNHKEEFQKELHLDDHKLSNRELEEKYGTDIIMGLSSTRAAELLARDGPNSLTPPKQTPEIVKFLKQMVGGFSILLWVGAFLCWIAYGIQYSSDKSASLNNVYLGCVLGLVVILTGIFAYYQEAKSTNIMSSFNKMIPQQALVIRDSEKKTIPSEQLVVGDIVEVKGGDQIPADIRVLSSQGCRVDNSSLTGESEPQPRSSEFTHENPLETKNICFYSTTCLEGTVTGMVINTGDRTIIGHIASLASGVGNEKTPIAIEIEHFVHIVAGVAVSIGILFFIIAVSLKYQVLDSIIFLIGIIVANVPEGLLATVTVTLSLTAKRMAKKNCLVKNLEAVETLGSTSIICSDKTGTLTQNRMTVAHLWFDNQIFVADTSEDHSNQVFDQSSRTWASLSKIITLCNRAEFKPGQENVPIMKKAVIGDASETALLKFSEVILGDVMEIRKRNRKVAEIPFNST.... The pIC50 is 5.2. The small molecule is C[C@@H]1/C(=N/OCCN)CC[C@]2(C)C3CC[C@]4(C)C(=O)CC[C@H]4C3CC(=O)[C@@H]12.